Task: Predict which catalyst facilitates the given reaction.. Dataset: Catalyst prediction with 721,799 reactions and 888 catalyst types from USPTO (1) Reactant: [CH2:1]([C:4]1[CH:9]=[CH:8][CH:7]=[CH:6][C:5]=1[OH:10])[CH2:2][CH3:3].[Cl-].[Mg+2].[Cl-].C(N(CC)CC)C.[CH2:21]=[O:22].Cl. Product: [OH:10][C:5]1[C:4]([CH2:1][CH2:2][CH3:3])=[CH:9][CH:8]=[CH:7][C:6]=1[CH:21]=[O:22]. The catalyst class is: 10. (2) The catalyst class is: 2. Product: [C:1]([N:4]1[CH2:13][CH2:12][C:11]2[C:6](=[CH:7][C:8]([NH:14][C:17](=[O:18])[C:16]([F:21])([F:20])[F:15])=[CH:9][CH:10]=2)[CH2:5]1)(=[O:3])[CH3:2]. Reactant: [C:1]([N:4]1[CH2:13][CH2:12][C:11]2[C:6](=[CH:7][C:8]([NH2:14])=[CH:9][CH:10]=2)[CH2:5]1)(=[O:3])[CH3:2].[F:15][C:16]([F:21])([F:20])[C:17](O)=[O:18].FC(F)(F)C(OC(=O)C(F)(F)F)=O.